Dataset: Full USPTO retrosynthesis dataset with 1.9M reactions from patents (1976-2016). Task: Predict the reactants needed to synthesize the given product. (1) Given the product [NH:19]1[CH2:24][CH2:23][CH2:22][CH2:21][CH2:20]1.[C:11]([O-:16])(=[O:33])[C:25]([O-:27])=[O:28], predict the reactants needed to synthesize it. The reactants are: ICCCOC/C=C/C1C=CC2OCC[O:16][C:11]=2C=1.[NH:19]1[CH2:24][CH2:23][CH2:22][CH2:21][CH2:20]1.[C:25](=[O:28])([O-:27])[O-].[Na+].[Na+].CS(C)=[O:33]. (2) Given the product [Cl:1][C:2]1[CH:3]=[CH:4][C:5]([O:10][CH2:11][CH:12]([CH2:15][CH3:16])[CH2:13][CH3:14])=[C:6]([CH2:7][OH:8])[CH:9]=1, predict the reactants needed to synthesize it. The reactants are: [Cl:1][C:2]1[CH:3]=[CH:4][C:5]([O:10][CH2:11][CH:12]([CH2:15][CH3:16])[CH2:13][CH3:14])=[C:6]([CH:9]=1)[CH:7]=[O:8].CO.[BH4-].[Na+]. (3) The reactants are: [Cl:1][C:2]1[C:7]([N+:8]([O-:10])=[O:9])=[CH:6][CH:5]=[CH:4][C:3]=1[C:11](=[O:22])[CH:12]([C:15]1[CH:20]=[CH:19][C:18]([Cl:21])=[CH:17][CH:16]=1)[C:13]#[N:14].C([O-])([O-])=O.[K+].[K+].I[CH2:30][CH3:31]. Given the product [Cl:1][C:2]1[C:7]([N+:8]([O-:10])=[O:9])=[CH:6][CH:5]=[CH:4][C:3]=1/[C:11](/[O:22][CH2:30][CH3:31])=[C:12](/[C:15]1[CH:16]=[CH:17][C:18]([Cl:21])=[CH:19][CH:20]=1)\[C:13]#[N:14], predict the reactants needed to synthesize it. (4) Given the product [Cl:1][C:2]1[CH:3]=[C:4]([NH:11][C:12]2[N:17]=[C:16]([N:18]3[CH2:23][C@@H:22]4[C@@:20]([NH:25][C:26]([CH:53]5[CH2:54][CH2:55]5)=[O:32])([C@@H:21]4[CH3:24])[CH2:19]3)[C:15]([F:33])=[CH:14][N:13]=2)[CH:5]=[N:6][C:7]=1[C@H:8]([OH:10])[CH3:9], predict the reactants needed to synthesize it. The reactants are: [Cl:1][C:2]1[CH:3]=[C:4]([NH:11][C:12]2[N:17]=[C:16]([N:18]3[CH2:23][C@@H:22]4[C@@:20]([NH:25][C:26](=[O:32])OC(C)(C)C)([C@@H:21]4[CH3:24])[CH2:19]3)[C:15]([F:33])=[CH:14][N:13]=2)[CH:5]=[N:6][C:7]=1[C@@H:8]([OH:10])[CH3:9].Cl.C(N(CC)CC)C.CN(C(ON1N=NC2[CH:53]=[CH:54][CH:55]=NC1=2)=[N+](C)C)C.F[P-](F)(F)(F)(F)F.